Dataset: KCNQ2 potassium channel screen with 302,405 compounds. Task: Binary Classification. Given a drug SMILES string, predict its activity (active/inactive) in a high-throughput screening assay against a specified biological target. The compound is O(c1n(nc(c1/C=N\NC(=O)C)C)c1ccccc1)c1ccc(OCC)cc1. The result is 0 (inactive).